This data is from Catalyst prediction with 721,799 reactions and 888 catalyst types from USPTO. The task is: Predict which catalyst facilitates the given reaction. (1) Reactant: [NH:1]1[CH2:4][CH:3]([O:5][C:6]2[N:11]=[CH:10][C:9]([F:12])=[CH:8][N:7]=2)[CH2:2]1.C(N(CC)CC)C.Cl[C:21]1[N:29]=[CH:28][C:27]([C:30]([F:33])([F:32])[F:31])=[CH:26][C:22]=1[C:23]([OH:25])=[O:24]. Product: [F:12][C:9]1[CH:10]=[N:11][C:6]([O:5][CH:3]2[CH2:2][N:1]([C:21]3[N:29]=[CH:28][C:27]([C:30]([F:33])([F:31])[F:32])=[CH:26][C:22]=3[C:23]([OH:25])=[O:24])[CH2:4]2)=[N:7][CH:8]=1. The catalyst class is: 111. (2) Reactant: C(NC(C)C)(C)C.C([Li])CCC.[CH3:13][CH:14]1[C:19](=[O:20])[CH2:18][CH2:17][CH2:16][N:15]1[C:21]([O:23][C:24]([CH3:27])([CH3:26])[CH3:25])=[O:22].[CH:28](=[O:37])/[CH:29]=[CH:30]/[C:31]1[CH:36]=[CH:35][CH:34]=[CH:33][CH:32]=1. Product: [OH:37][CH:28]([CH:18]1[CH2:17][CH2:16][N:15]([C:21]([O:23][C:24]([CH3:26])([CH3:25])[CH3:27])=[O:22])[CH:14]([CH3:13])[C:19]1=[O:20])/[CH:29]=[CH:30]/[C:31]1[CH:36]=[CH:35][CH:34]=[CH:33][CH:32]=1. The catalyst class is: 7. (3) Reactant: [Cl:1][C:2]1[CH:10]=[N:9][CH:8]=[CH:7][C:3]=1[C:4](Cl)=[O:5].CN(C=O)C.[NH2:16][C:17]1[CH:22]=[C:21]([C:23]([F:26])([F:25])[F:24])[C:20]([F:27])=[CH:19][C:18]=1[OH:28].C(N(CC)CC)C. Product: [Cl:1][C:2]1[CH:10]=[N:9][CH:8]=[CH:7][C:3]=1[C:4]([NH:16][C:17]1[CH:22]=[C:21]([C:23]([F:24])([F:25])[F:26])[C:20]([F:27])=[CH:19][C:18]=1[OH:28])=[O:5]. The catalyst class is: 6. (4) Reactant: F[C:2]1[CH:7]=[CH:6][CH:5]=[CH:4][C:3]=1[S:8]([NH:11][C:12]1[CH:21]=[CH:20][C:19]2[CH2:18][CH2:17][CH2:16][CH2:15][C:14]=2[C:13]=1[C:22]([O:24]C)=[O:23])(=[O:10])=[O:9].C(N(CC)CC)C.[CH2:33]([N:35]([CH2:40][CH3:41])[CH2:36][CH2:37][CH2:38][NH2:39])[CH3:34].Cl. Product: [CH2:33]([N:35]([CH2:40][CH3:41])[CH2:36][CH2:37][CH2:38][NH:39][C:2]1[CH:7]=[CH:6][CH:5]=[CH:4][C:3]=1[S:8]([NH:11][C:12]1[CH:21]=[CH:20][C:19]2[CH2:18][CH2:17][CH2:16][CH2:15][C:14]=2[C:13]=1[C:22]([OH:24])=[O:23])(=[O:10])=[O:9])[CH3:34]. The catalyst class is: 10.